Dataset: Peptide-MHC class II binding affinity with 134,281 pairs from IEDB. Task: Regression. Given a peptide amino acid sequence and an MHC pseudo amino acid sequence, predict their binding affinity value. This is MHC class II binding data. (1) The peptide sequence is GELQIVDKIDAAFDI. The MHC is DRB1_1302 with pseudo-sequence DRB1_1302. The binding affinity (normalized) is 0.572. (2) The peptide sequence is HNYEQKFIDVILSDG. The MHC is DRB1_0101 with pseudo-sequence DRB1_0101. The binding affinity (normalized) is 0.464.